This data is from Forward reaction prediction with 1.9M reactions from USPTO patents (1976-2016). The task is: Predict the product of the given reaction. (1) Given the reactants [C:1]([O:5][C:6]([N:8]1[CH2:13][CH2:12][N:11]([C:14]2[CH:19]=[CH:18][C:17]([OH:20])=[CH:16][CH:15]=2)[CH2:10][CH2:9]1)=[O:7])([CH3:4])([CH3:3])[CH3:2].[C:21]([O:25][C:26]([N:28]1[CH2:33][CH2:32][CH:31](O)[CH2:30][CH2:29]1)=[O:27])([CH3:24])([CH3:23])[CH3:22].C1(P(C2C=CC=CC=2)C2C=CC=CC=2)C=CC=CC=1.CC(OC(/N=N/C(OC(C)(C)C)=O)=O)(C)C, predict the reaction product. The product is: [C:1]([O:5][C:6]([N:8]1[CH2:13][CH2:12][N:11]([C:14]2[CH:15]=[CH:16][C:17]([O:20][CH:31]3[CH2:32][CH2:33][N:28]([C:26]([O:25][C:21]([CH3:24])([CH3:23])[CH3:22])=[O:27])[CH2:29][CH2:30]3)=[CH:18][CH:19]=2)[CH2:10][CH2:9]1)=[O:7])([CH3:4])([CH3:2])[CH3:3]. (2) Given the reactants [N-:1]=[N+:2]=[N-:3].[Na+].Br[CH2:6][C:7]([CH3:9])=[CH2:8].[CH3:10][C:11]1[CH:16]=[CH:15][N:14]=[C:13]([NH:17][C:18]2[CH:23]=[C:22]([C:24]#[C:25][Si](C)(C)C)[CH:21]=[C:20]([CH3:30])[CH:19]=2)[N:12]=1, predict the reaction product. The product is: [CH3:10][C:11]1[CH:16]=[CH:15][N:14]=[C:13]([NH:17][C:18]2[CH:23]=[C:22]([C:24]3[N:1]=[N:2][N:3]([CH2:8][C:7]([CH3:9])=[CH2:6])[CH:25]=3)[CH:21]=[C:20]([CH3:30])[CH:19]=2)[N:12]=1. (3) Given the reactants Cl[C:2]1[C:11]2[C:6](=[CH:7][C:8]([S:12]([N:15]([C:25]3[CH:29]=[CH:28][O:27][N:26]=3)[CH2:16][C:17]3[CH:22]=[CH:21][C:20]([O:23][CH3:24])=[CH:19][CH:18]=3)(=[O:14])=[O:13])=[CH:9][CH:10]=2)[N:5]=[CH:4][N:3]=1.[Br:30][C:31]1[C:36]([Cl:37])=[CH:35][C:34](B(O)O)=[C:33]([O:41][CH3:42])[CH:32]=1.C(=O)([O-])[O-].[K+].[K+].O1CCOCC1, predict the reaction product. The product is: [Br:30][C:31]1[C:36]([Cl:37])=[CH:35][C:34]([C:2]2[C:11]3[C:6](=[CH:7][C:8]([S:12]([N:15]([C:25]4[CH:29]=[CH:28][O:27][N:26]=4)[CH2:16][C:17]4[CH:22]=[CH:21][C:20]([O:23][CH3:24])=[CH:19][CH:18]=4)(=[O:13])=[O:14])=[CH:9][CH:10]=3)[N:5]=[CH:4][N:3]=2)=[C:33]([O:41][CH3:42])[CH:32]=1.